Task: Predict the product of the given reaction.. Dataset: Forward reaction prediction with 1.9M reactions from USPTO patents (1976-2016) (1) The product is: [ClH:39].[NH2:7][C@H:8]1[CH2:13][CH2:12][C@H:11]([O:14][C:15]2[C:30]3[CH2:29][CH:28]=[CH:27][CH2:26][CH2:25][C:24]4[CH:31]=[C:32]([CH3:37])[NH:33][C:34](=[O:35])[C:23]=4[CH2:22][NH:21][C:20](=[O:38])[C:19]=3[CH:18]=[C:17]([Cl:39])[CH:16]=2)[CH2:10][CH2:9]1. Given the reactants C(OC(=O)[NH:7][C@H:8]1[CH2:13][CH2:12][C@H:11]([O:14][C:15]2[C:30]3[CH2:29][CH:28]=[CH:27][CH2:26][CH2:25][C:24]4[CH:31]=[C:32]([CH3:37])[N:33]=[C:34]([O:35]C)[C:23]=4[CH2:22][NH:21][C:20](=[O:38])[C:19]=3[CH:18]=[C:17]([Cl:39])[CH:16]=2)[CH2:10][CH2:9]1)(C)(C)C.Cl, predict the reaction product. (2) Given the reactants Cl.C[O:3][C:4](=[O:39])[C:5]1[CH:10]=[CH:9][C:8]([CH2:11][O:12][C:13]2[CH:18]=[CH:17][C:16]([CH2:19][C@H:20]([NH2:38])[C:21]3[N:22]([CH2:34][CH2:35][CH2:36][CH3:37])[CH:23]=[C:24]([C:26]4[CH:31]=[CH:30][C:29]([Cl:32])=[CH:28][C:27]=4[Cl:33])[N:25]=3)=[CH:15][CH:14]=2)=[CH:7][CH:6]=1.[N:40]1([C:45](O)=[O:46])[CH2:44][CH2:43][CH2:42][CH2:41]1, predict the reaction product. The product is: [CH2:34]([N:22]1[CH:23]=[C:24]([C:26]2[CH:31]=[CH:30][C:29]([Cl:32])=[CH:28][C:27]=2[Cl:33])[N:25]=[C:21]1[C@@H:20]([NH:38][C:45]([N:40]1[CH2:44][CH2:43][CH2:42][CH2:41]1)=[O:46])[CH2:19][C:16]1[CH:15]=[CH:14][C:13]([O:12][CH2:11][C:8]2[CH:7]=[CH:6][C:5]([C:4]([OH:3])=[O:39])=[CH:10][CH:9]=2)=[CH:18][CH:17]=1)[CH2:35][CH2:36][CH3:37]. (3) Given the reactants [F:1][C:2]1[C:44]([F:45])=[C:43](I)[CH:42]=[CH:41][C:3]=1[CH2:4][N:5]1[C:14](=[O:15])[C:13]([C:16]([NH:18][C:19]2[CH:24]=[CH:23][C:22]([C:25]([F:28])([F:27])[F:26])=[CH:21][C:20]=2[C:29]2[CH:34]=[C:33]([C:35]([F:38])([F:37])[F:36])[N:32]=[CH:31][N:30]=2)=[O:17])=[C:12]([OH:39])[C:7]2([CH2:11][CH2:10][CH2:9][CH2:8]2)[N:6]1[CH3:40].CC1C=CC=C(C)C=1NC(=O)C([O-])=O.P([O-])([O-])([O-])=O.[K+].[K+].[K+].[CH3:69][O:70][CH2:71][CH2:72][N:73]([CH3:77])[CH2:74][CH2:75][NH2:76].N, predict the reaction product. The product is: [F:1][C:2]1[C:44]([F:45])=[C:43]([NH:76][CH2:75][CH2:74][N:73]([CH2:72][CH2:71][O:70][CH3:69])[CH3:77])[CH:42]=[CH:41][C:3]=1[CH2:4][N:5]1[C:14](=[O:15])[C:13]([C:16]([NH:18][C:19]2[CH:24]=[CH:23][C:22]([C:25]([F:28])([F:27])[F:26])=[CH:21][C:20]=2[C:29]2[CH:34]=[C:33]([C:35]([F:38])([F:37])[F:36])[N:32]=[CH:31][N:30]=2)=[O:17])=[C:12]([OH:39])[C:7]2([CH2:11][CH2:10][CH2:9][CH2:8]2)[N:6]1[CH3:40].